The task is: Regression. Given a peptide amino acid sequence and an MHC pseudo amino acid sequence, predict their binding affinity value. This is MHC class I binding data.. This data is from Peptide-MHC class I binding affinity with 185,985 pairs from IEDB/IMGT. The peptide sequence is FLWEDQTLL. The MHC is HLA-A02:06 with pseudo-sequence HLA-A02:06. The binding affinity (normalized) is 0.790.